Predict the reactants needed to synthesize the given product. From a dataset of Full USPTO retrosynthesis dataset with 1.9M reactions from patents (1976-2016). (1) Given the product [CH3:22][C:23]1[N:24]=[CH:25][N:26]([C:28]2[CH:29]=[C:30]([CH:34]=[C:35]([C:37]([F:40])([F:38])[F:39])[CH:36]=2)[C:31]([NH:1][C:2]2[CH:7]=[CH:6][CH:5]=[C:4]([NH:8][C:9]([NH:11][C:12]3[CH:20]=[C:19]4[C:15]([CH2:16][C:17](=[O:21])[NH:18]4)=[CH:14][CH:13]=3)=[O:10])[CH:3]=2)=[O:32])[CH:27]=1, predict the reactants needed to synthesize it. The reactants are: [NH2:1][C:2]1[CH:3]=[C:4]([NH:8][C:9]([NH:11][C:12]2[CH:20]=[C:19]3[C:15]([CH2:16][C:17](=[O:21])[NH:18]3)=[CH:14][CH:13]=2)=[O:10])[CH:5]=[CH:6][CH:7]=1.[CH3:22][C:23]1[N:24]=[CH:25][N:26]([C:28]2[CH:29]=[C:30]([CH:34]=[C:35]([C:37]([F:40])([F:39])[F:38])[CH:36]=2)[C:31](O)=[O:32])[CH:27]=1.C(N(CC)C(C)C)(C)C.CN(C(ON1N=NC2C=CC=NC1=2)=[N+](C)C)C.F[P-](F)(F)(F)(F)F. (2) Given the product [CH2:11]([O:10][C:8]([N:7]1[CH:4]2[CH2:3][CH2:2][C:1]1([C:18]([OH:20])=[O:19])[CH2:6][CH2:5]2)=[O:9])[C:12]1[CH:13]=[CH:14][CH:15]=[CH:16][CH:17]=1, predict the reactants needed to synthesize it. The reactants are: [C:1]12([C:18]([O:20]C(C)(C)C)=[O:19])[N:7]([C:8]([O:10][CH2:11][C:12]3[CH:17]=[CH:16][CH:15]=[CH:14][CH:13]=3)=[O:9])[CH:4]([CH2:5][CH2:6]1)[CH2:3][CH2:2]2. (3) The reactants are: [F:1][CH:2]([F:28])[O:3][C:4]1[CH:9]=[CH:8][CH:7]=[CH:6][C:5]=1[NH:10][S:11]([C:14]1[CH:19]=[CH:18][C:17]([O:20][CH3:21])=[C:16]([N:22]2[CH2:27][CH2:26][NH:25][CH2:24][CH2:23]2)[CH:15]=1)(=[O:13])=[O:12].C(N([CH2:34][CH3:35])CC)C.[C:36](O[C:36]([O:38][C:39](C)(C)[CH3:40])=[O:37])([O:38][C:39](C)(C)[CH3:40])=[O:37]. Given the product [F:28][CH:2]([F:1])[O:3][C:4]1[CH:9]=[CH:8][CH:7]=[CH:6][C:5]=1[NH:10][S:11]([C:14]1[CH:19]=[CH:18][C:17]([O:20][CH3:21])=[C:16]([N:22]2[CH2:27][CH2:26][N:25]([C:36]([O:38][CH2:39][CH2:40][CH2:34][CH3:35])=[O:37])[CH2:24][CH2:23]2)[CH:15]=1)(=[O:12])=[O:13], predict the reactants needed to synthesize it. (4) Given the product [Cl:1][C:2]1[N:3]=[C:4]([Cl:11])[C:5]([C:9]([Cl:15])=[O:10])=[C:6]([Cl:8])[N:7]=1, predict the reactants needed to synthesize it. The reactants are: [Cl:1][C:2]1[N:7]=[C:6]([Cl:8])[C:5]([CH:9]=[O:10])=[C:4]([Cl:11])[N:3]=1.S(Cl)([Cl:15])(=O)=O.